Dataset: Reaction yield outcomes from USPTO patents with 853,638 reactions. Task: Predict the reaction yield, written as a fraction of the theoretical maximum amount of product (1.0 means a 100% yield; for example, 0.34 means a 34% yield). (1) The reactants are C(N1C(C2CCN(C3COC3)CC2)=CC(C2C=C(C(F)(F)F)C(N)=NC=2)=N1)(C)C.I[C:31]1[CH:35]=[C:34]([CH:36]2[CH2:41][CH2:40][N:39]([C:42](=[O:44])[CH3:43])[CH2:38][CH2:37]2)[N:33]([CH3:45])[N:32]=1.[F:46][C:47]([F:67])([F:66])[C:48]1[C:56]2[C:51](=[N:52][CH:53]=[C:54](B3OC(C)(C)C(C)(C)O3)[CH:55]=2)[NH:50][CH:49]=1. No catalyst specified. The product is [CH3:45][N:33]1[C:34]([CH:36]2[CH2:41][CH2:40][N:39]([C:42](=[O:44])[CH3:43])[CH2:38][CH2:37]2)=[CH:35][C:31]([C:54]2[CH:55]=[C:56]3[C:48]([C:47]([F:66])([F:67])[F:46])=[CH:49][NH:50][C:51]3=[N:52][CH:53]=2)=[N:32]1. The yield is 0.400. (2) The reactants are [OH:1][C:2]([C:11]([OH:13])=[O:12])([CH2:7][C:8]([OH:10])=[O:9])[CH2:3][C:4]([OH:6])=[O:5].[Br:14][C:15]1[CH:33]=[N:32][C:18]2[N:19]=[C:20]([N:26]3[CH2:29][CH:28]([NH:30][CH3:31])[CH2:27]3)[C:21]3[N:22]([CH:23]=[N:24][N:25]=3)[C:17]=2[CH:16]=1. The catalyst is C1COCC1. The product is [OH:1][C:2]([C:11]([OH:13])=[O:12])([CH2:7][C:8]([OH:10])=[O:9])[CH2:3][C:4]([OH:6])=[O:5].[Br:14][C:15]1[CH:33]=[N:32][C:18]2[N:19]=[C:20]([N:26]3[CH2:29][CH:28]([NH:30][CH3:31])[CH2:27]3)[C:21]3[N:22]([CH:23]=[N:24][N:25]=3)[C:17]=2[CH:16]=1. The yield is 0.780.